Predict the product of the given reaction. From a dataset of Forward reaction prediction with 1.9M reactions from USPTO patents (1976-2016). Given the reactants O=C(Cl)[O:3][C:4](Cl)(Cl)Cl.[F:9][C:10]1[C:15]([N+:16]([O-:18])=[O:17])=[CH:14][C:13]([NH:19][CH2:20][C:21]2[C:22]([NH:31][CH:32]([CH3:34])[CH3:33])=[CH:23][C:24]([N:27]([O:29][CH3:30])[CH3:28])=[N:25][CH:26]=2)=[C:12]([CH3:35])[CH:11]=1.CCN(CC)CC, predict the reaction product. The product is: [F:9][C:10]1[C:15]([N+:16]([O-:18])=[O:17])=[CH:14][C:13]([N:19]2[CH2:20][C:21]3[CH:26]=[N:25][C:24]([N:27]([O:29][CH3:30])[CH3:28])=[CH:23][C:22]=3[N:31]([CH:32]([CH3:33])[CH3:34])[C:4]2=[O:3])=[C:12]([CH3:35])[CH:11]=1.